This data is from Peptide-MHC class I binding affinity with 185,985 pairs from IEDB/IMGT. The task is: Regression. Given a peptide amino acid sequence and an MHC pseudo amino acid sequence, predict their binding affinity value. This is MHC class I binding data. The peptide sequence is IRFPKTFGY. The MHC is HLA-B44:03 with pseudo-sequence HLA-B44:03. The binding affinity (normalized) is 0.